This data is from Forward reaction prediction with 1.9M reactions from USPTO patents (1976-2016). The task is: Predict the product of the given reaction. (1) Given the reactants O[Li].O.C[O:5][C:6](=[O:26])[CH2:7][CH2:8][C:9]1[C:10](=[O:25])[N:11]([CH2:14][C:15]2[CH:20]=[CH:19][C:18]([O:21][CH3:22])=[CH:17][C:16]=2[O:23][CH3:24])[CH2:12][CH:13]=1.Cl, predict the reaction product. The product is: [CH3:24][O:23][C:16]1[CH:17]=[C:18]([O:21][CH3:22])[CH:19]=[CH:20][C:15]=1[CH2:14][N:11]1[CH2:12][CH:13]=[C:9]([CH2:8][CH2:7][C:6]([OH:26])=[O:5])[C:10]1=[O:25]. (2) Given the reactants CN(C(ON1N=NC2C=CC=CC1=2)=[N+](C)C)C.F[P-](F)(F)(F)(F)F.[N:25]([C@@H:28]([CH2:46][C@H:47]([CH2:51][C:52]1[CH:57]=[CH:56][C:55]([O:58][CH3:59])=[C:54]([O:60][CH2:61][CH2:62][CH2:63][O:64][CH3:65])[CH:53]=1)[CH:48]([CH3:50])[CH3:49])[C@@H:29]([O:38][Si:39]([C:42]([CH3:45])([CH3:44])[CH3:43])([CH3:41])[CH3:40])[CH2:30][C@@H:31]([CH:35]([CH3:37])[CH3:36])[C:32](O)=[O:33])=[N+:26]=[N-:27].[NH2:66][CH2:67][CH2:68][N:69]1[CH2:74][CH2:73][CH2:72][CH2:71][CH2:70]1.CCN(CC)CC, predict the reaction product. The product is: [N:69]1([CH2:68][CH2:67][NH:66][C:32](=[O:33])[C@H:31]([CH:35]([CH3:37])[CH3:36])[CH2:30][C@H:29]([O:38][Si:39]([C:42]([CH3:45])([CH3:43])[CH3:44])([CH3:40])[CH3:41])[C@@H:28]([N:25]=[N+:26]=[N-:27])[CH2:46][C@H:47]([CH2:51][C:52]2[CH:57]=[CH:56][C:55]([O:58][CH3:59])=[C:54]([O:60][CH2:61][CH2:62][CH2:63][O:64][CH3:65])[CH:53]=2)[CH:48]([CH3:49])[CH3:50])[CH2:74][CH2:73][CH2:72][CH2:71][CH2:70]1.